This data is from Catalyst prediction with 721,799 reactions and 888 catalyst types from USPTO. The task is: Predict which catalyst facilitates the given reaction. (1) Reactant: [CH3:1][C:2]([CH2:9][CH2:10][CH2:11][CH:12]([CH3:19])[CH2:13][CH2:14][CH2:15][CH:16]([CH3:18])[CH3:17])=[CH:3][CH2:4][C:5]([O:7][CH3:8])=[O:6].[OH:20][CH2:21][CH:22](CO)[OH:23].C(=O)([O-])[O-].[K+].[K+].Cl. Product: [CH3:1][C:2]([CH2:9][CH2:10][CH2:11][CH:12]([CH3:19])[CH2:13][CH2:14][CH2:15][CH:16]([CH3:18])[CH3:17])=[CH:3][CH2:4][C:5]([O:7][CH2:8][CH:21]([CH2:22][OH:23])[OH:20])=[O:6]. The catalyst class is: 9. (2) Reactant: [CH3:1][N:2]1[CH2:7][CH2:6][N:5]([C:8]2[CH:27]=[CH:26][C:11]([C:12]([NH:14][C:15]3[C:16]4[CH:22]=[C:21]([C:23](O)=[O:24])[S:20][C:17]=4[NH:18][N:19]=3)=[O:13])=[CH:10][CH:9]=2)[CH2:4][CH2:3]1.CCN(C(C)C)C(C)C.C(OC(Cl)=O)C.[CH3:43][C:44]([NH2:52])([C:46]1[CH:51]=[CH:50][CH:49]=[CH:48][CH:47]=1)[CH3:45]. Product: [CH3:43][C:44]([NH:52][C:23]([C:21]1[S:20][C:17]2[NH:18][N:19]=[C:15]([NH:14][C:12](=[O:13])[C:11]3[CH:10]=[CH:9][C:8]([N:5]4[CH2:4][CH2:3][N:2]([CH3:1])[CH2:7][CH2:6]4)=[CH:27][CH:26]=3)[C:16]=2[CH:22]=1)=[O:24])([C:46]1[CH:51]=[CH:50][CH:49]=[CH:48][CH:47]=1)[CH3:45]. The catalyst class is: 204.